From a dataset of Forward reaction prediction with 1.9M reactions from USPTO patents (1976-2016). Predict the product of the given reaction. (1) Given the reactants Cl[C:2]1[N:7]=[C:6]([O:8][CH2:9][C:10]2[CH:15]=[CH:14][N:13]=[C:12]([C:16]([NH:18][CH3:19])=[O:17])[CH:11]=2)[C:5]([C:20]#[N:21])=[C:4]([C:22]2[CH:27]=[CH:26][C:25]([F:28])=[CH:24][CH:23]=2)[C:3]=1[C:29]#[N:30].Cl.[NH:32]1[CH2:35][CH:34]([OH:36])[CH2:33]1.C(N(CC)CC)C, predict the reaction product. The product is: [C:20]([C:5]1[C:6]([O:8][CH2:9][C:10]2[CH:15]=[CH:14][N:13]=[C:12]([C:16]([NH:18][CH3:19])=[O:17])[CH:11]=2)=[N:7][C:2]([N:32]2[CH2:35][CH:34]([OH:36])[CH2:33]2)=[C:3]([C:29]#[N:30])[C:4]=1[C:22]1[CH:27]=[CH:26][C:25]([F:28])=[CH:24][CH:23]=1)#[N:21]. (2) Given the reactants [NH2:1][CH2:2][CH2:3][N:4]([CH:9]([C:13]1[N:22]([CH2:23][C:24]2[CH:29]=[CH:28][CH:27]=[CH:26][CH:25]=2)[C:21](=[O:30])[C:20]2[C:15](=[CH:16][C:17]([Cl:31])=[CH:18][CH:19]=2)[N:14]=1)[CH:10]([CH3:12])[CH3:11])[C:5](=[O:8])[CH:6]=[CH2:7].C(OC(=O)NCCN(C(=O)C=C)C(C1N(CC2C=CC=CC=2)C(=O)C2C(=CC(Cl)=CC=2)N=1)C(C)C)(C)(C)C.C(O)(C(F)(F)F)=O, predict the reaction product. The product is: [CH2:23]([N:22]1[C:21](=[O:30])[C:20]2[C:15](=[CH:16][C:17]([Cl:31])=[CH:18][CH:19]=2)[N:14]=[C:13]1[CH:9]([N:4]1[C:5](=[O:8])[CH2:6][CH2:7][NH:1][CH2:2][CH2:3]1)[CH:10]([CH3:12])[CH3:11])[C:24]1[CH:25]=[CH:26][CH:27]=[CH:28][CH:29]=1. (3) Given the reactants [CH2:1]([O:8][N:9]([C@H:22]1[CH2:27][N:26]([C:28]([O:30][C:31]([CH3:34])([CH3:33])[CH3:32])=[O:29])[C@H:25]([C:35]2[S:39][N:38]=[CH:37][N:36]=2)[CH2:24][CH2:23]1)S(C1C=CC=CC=1[N+]([O-])=O)(=O)=O)[C:2]1[CH:7]=[CH:6][CH:5]=[CH:4][CH:3]=1.O[Li].O.SCC(O)=O, predict the reaction product. The product is: [CH2:1]([O:8][NH:9][C@H:22]1[CH2:27][N:26]([C:28]([O:30][C:31]([CH3:34])([CH3:33])[CH3:32])=[O:29])[C@H:25]([C:35]2[S:39][N:38]=[CH:37][N:36]=2)[CH2:24][CH2:23]1)[C:2]1[CH:7]=[CH:6][CH:5]=[CH:4][CH:3]=1. (4) Given the reactants [F:1][C:2]([F:17])([F:16])[C:3]1[CH:4]=[C:5]([CH:9]=[C:10]([C:12]([F:15])([F:14])[F:13])[CH:11]=1)[C:6](Cl)=[O:7].[Cl:18][C:19]1[N:24]=[CH:23][C:22]([NH:25][CH3:26])=[C:21]([C:27]2[CH:32]=[CH:31][CH:30]=[CH:29][C:28]=2[CH3:33])[CH:20]=1.CCN(C(C)C)C(C)C, predict the reaction product. The product is: [Cl:18][C:19]1[N:24]=[CH:23][C:22]([N:25]([CH3:26])[C:6](=[O:7])[C:5]2[CH:4]=[C:3]([C:2]([F:17])([F:16])[F:1])[CH:11]=[C:10]([C:12]([F:15])([F:14])[F:13])[CH:9]=2)=[C:21]([C:27]2[CH:32]=[CH:31][CH:30]=[CH:29][C:28]=2[CH3:33])[CH:20]=1. (5) Given the reactants [CH:1]1([CH2:4][O:5][C:6]2[N:11]=[C:10]([C:12]([OH:14])=O)[CH:9]=[CH:8][C:7]=2[O:15][C:16]([F:19])([F:18])[F:17])[CH2:3][CH2:2]1.ClC1N=C(C(O)=O)C=CC=1OCC1CC1.[CH3:35][C:36]1([CH3:41])[CH2:40][O:39][CH2:38][NH:37]1, predict the reaction product. The product is: [CH:1]1([CH2:4][O:5][C:6]2[N:11]=[C:10]([C:12]([N:37]3[C:36]([CH3:41])([CH3:35])[CH2:40][O:39][CH2:38]3)=[O:14])[CH:9]=[CH:8][C:7]=2[O:15][C:16]([F:19])([F:18])[F:17])[CH2:2][CH2:3]1. (6) Given the reactants [F:1][C:2]([F:22])([F:21])[O:3][C:4]1[CH:9]=[CH:8][C:7]([N:10]2[CH2:14][CH2:13][C:12]3([CH2:19][CH2:18][NH:17][CH2:16][CH2:15]3)[C:11]2=[O:20])=[CH:6][CH:5]=1.O=C(Cl)[O:25][C:26](Cl)(Cl)Cl.[F:31][C:32]1[CH:37]=[CH:36][C:35]([NH2:38])=[CH:34][CH:33]=1, predict the reaction product. The product is: [F:31][C:32]1[CH:37]=[CH:36][C:35]([NH:38][C:26]([N:17]2[CH2:16][CH2:15][C:12]3([C:11](=[O:20])[N:10]([C:7]4[CH:8]=[CH:9][C:4]([O:3][C:2]([F:1])([F:21])[F:22])=[CH:5][CH:6]=4)[CH2:14][CH2:13]3)[CH2:19][CH2:18]2)=[O:25])=[CH:34][CH:33]=1. (7) Given the reactants Br[CH:2]1[O:10][C:9]2[C:4](=[N:5][C:6]([C:11]([O:13]C)=[O:12])=[CH:7][CH:8]=2)[CH:3]1[Br:15].[OH-].[K+].CCO.Cl, predict the reaction product. The product is: [Br:15][C:3]1[C:4]2=[N:5][C:6]([C:11]([OH:13])=[O:12])=[CH:7][CH:8]=[C:9]2[O:10][CH:2]=1. (8) Given the reactants C(OC(NCC(C)(C)C(O)=O)=O)(C)(C)C.[CH3:16][O:17][C:18]([C:20]12[CH2:29][CH:24]3[CH2:25][CH:26]([CH2:28][CH:22]([CH:23]3N)[CH2:21]1)[CH2:27]2)=[O:19].CCN=C=NCCCN(C)C.C1C=CC2N(O)N=NC=2C=1, predict the reaction product. The product is: [CH3:16][O:17][C:18]([C:20]12[CH2:29][CH:24]3[CH2:25][CH:26]([CH2:28][CH:22]([CH2:23]3)[CH2:21]1)[CH2:27]2)=[O:19]. (9) Given the reactants [CH2:1]([Mg]Br)[CH2:2][CH3:3].[F:6][C:7]([F:26])([F:25])[O:8][C:9]1[CH:14]=[CH:13][C:12]([N:15]2[CH2:19][CH:18]3[CH2:20][C:21](=[O:23])[CH2:22][CH:17]3[C:16]2=[O:24])=[CH:11][CH:10]=1.O, predict the reaction product. The product is: [OH:23][C:21]1([CH2:1][CH2:2][CH3:3])[CH2:22][CH:17]2[C:16](=[O:24])[N:15]([C:12]3[CH:13]=[CH:14][C:9]([O:8][C:7]([F:6])([F:25])[F:26])=[CH:10][CH:11]=3)[CH2:19][CH:18]2[CH2:20]1.